This data is from Catalyst prediction with 721,799 reactions and 888 catalyst types from USPTO. The task is: Predict which catalyst facilitates the given reaction. (1) Reactant: Cl.[CH2:2]([O:4][C:5](=[O:24])[C@H:6]([CH3:23])[CH2:7][C@H:8]([NH2:22])[CH2:9][C:10]1[CH:15]=[CH:14][C:13]([C:16]2[CH:21]=[CH:20][CH:19]=[CH:18][CH:17]=2)=[CH:12][CH:11]=1)[CH3:3].C[O:26][C:27](=[O:37])[C:28]1[CH:33]=[CH:32][CH:31]=[C:30]([C:34](Cl)=[O:35])[CH:29]=1.N1C=CC=CC=1. Product: [C:13]1([C:16]2[CH:21]=[CH:20][CH:19]=[CH:18][CH:17]=2)[CH:12]=[CH:11][C:10]([CH2:9][C@@H:8]([NH:22][C:34](=[O:35])[C:30]2[CH:29]=[C:28]([CH:33]=[CH:32][CH:31]=2)[C:27]([OH:37])=[O:26])[CH2:7][C@H:6]([C:5]([O:4][CH2:2][CH3:3])=[O:24])[CH3:23])=[CH:15][CH:14]=1. The catalyst class is: 2. (2) Reactant: [C:1]1([N:7]=[C:8]=[O:9])[CH:6]=[CH:5][CH:4]=[CH:3][CH:2]=1.[NH2:10][C:11]1[CH:12]=[C:13]([C:17]2[N:18]=[CH:19][N:20]([CH3:32])[C:21]=2[C:22]2[S:31][C:25]3[N:26]=[CH:27][N:28]=[C:29]([NH2:30])[C:24]=3[CH:23]=2)[CH:14]=[CH:15][CH:16]=1. Product: [NH2:30][C:29]1[C:24]2[CH:23]=[C:22]([C:21]3[N:20]([CH3:32])[CH:19]=[N:18][C:17]=3[C:13]3[CH:12]=[C:11]([NH:10][C:8]([NH:7][C:1]4[CH:6]=[CH:5][CH:4]=[CH:3][CH:2]=4)=[O:9])[CH:16]=[CH:15][CH:14]=3)[S:31][C:25]=2[N:26]=[CH:27][N:28]=1. The catalyst class is: 1. (3) Reactant: B(Br)(Br)Br.[CH3:5][S:6]([C:9]1[CH:14]=[CH:13][C:12]([C:15]2[C:16]([C:24]3[CH:29]=[CH:28][C:27]([O:30]C)=[CH:26][CH:25]=3)=[N:17][N:18]3[C:23]=2[CH:22]=[CH:21][CH:20]=[N:19]3)=[CH:11][CH:10]=1)(=[O:8])=[O:7].C(=O)([O-])[O-].[K+].[K+].Cl. Product: [CH3:5][S:6]([C:9]1[CH:10]=[CH:11][C:12]([C:15]2[C:16]([C:24]3[CH:25]=[CH:26][C:27]([OH:30])=[CH:28][CH:29]=3)=[N:17][N:18]3[C:23]=2[CH:22]=[CH:21][CH:20]=[N:19]3)=[CH:13][CH:14]=1)(=[O:7])=[O:8]. The catalyst class is: 34. (4) Reactant: [C:1]([NH:4][C:5]1[S:6][C:7]([C:11]2[S:15][C:14]([S:16](Cl)(=[O:18])=[O:17])=[CH:13][CH:12]=2)=[C:8]([CH3:10])[N:9]=1)(=[O:3])[CH3:2].[CH3:20][O:21][C:22](=[O:27])[CH:23]([NH2:26])[CH2:24][OH:25].CCN(C(C)C)C(C)C. Product: [C:1]([NH:4][C:5]1[S:6][C:7]([C:11]2[S:15][C:14]([S:16]([NH:26][C@H:23]([C:22]([O:21][CH3:20])=[O:27])[CH2:24][OH:25])(=[O:18])=[O:17])=[CH:13][CH:12]=2)=[C:8]([CH3:10])[N:9]=1)(=[O:3])[CH3:2]. The catalyst class is: 59. (5) Reactant: Br[C:2]1[CH:3]=[C:4]2[C:9](=[CH:10][CH:11]=1)[C:7](=[O:8])[O:6][CH2:5]2.[CH2:12]([Sn](CCCC)(CCCC)CCCC)[CH:13]=[CH2:14].[Cl-].[Li+]. Product: [CH2:14]([C:2]1[CH:11]=[CH:10][C:9]2[C:7](=[O:8])[O:6][CH2:5][C:4]=2[CH:3]=1)[CH:13]=[CH2:12]. The catalyst class is: 11. (6) Reactant: C(OC(=O)[NH:7][C:8]1[CH:13]=[CH:12][C:11]([C:14]2[CH:19]=[CH:18][CH:17]=[CH:16][C:15]=2[F:20])=[CH:10][C:9]=1[NH:21][C:22](=[O:38])[CH2:23][C:24](=O)[C:25]1[CH:30]=[CH:29][CH:28]=[C:27]([C:31]2[CH:36]=[CH:35][N:34]=[CH:33][CH:32]=2)[CH:26]=1)(C)(C)C.C(O)(C(F)(F)F)=O. Product: [F:20][C:15]1[CH:16]=[CH:17][CH:18]=[CH:19][C:14]=1[C:11]1[CH:12]=[CH:13][C:8]2[N:7]=[C:24]([C:25]3[CH:30]=[CH:29][CH:28]=[C:27]([C:31]4[CH:36]=[CH:35][N:34]=[CH:33][CH:32]=4)[CH:26]=3)[CH2:23][C:22](=[O:38])[NH:21][C:9]=2[CH:10]=1. The catalyst class is: 2. (7) Reactant: C(=O)([O-])[O-].[K+].[K+].O1CCOCC1.[CH:13]1([C:18]#[C:19][C:20]([C:22]2[N:27]=[C:26]([C:28]([O:30][CH3:31])=[O:29])[CH:25]=[CH:24][CH:23]=2)=[O:21])[CH2:17][CH2:16][CH2:15][CH2:14]1.CC1C=C(C)C=C(C)C=1S([O-])(=O)=O.[NH2:45][N+:46]1[CH:51]=[CH:50][CH:49]=[C:48]([O:52][CH3:53])[CH:47]=1. Product: [CH:13]1([C:18]2[C:19]([C:20]([C:22]3[N:27]=[C:26]([C:28]([O:30][CH3:31])=[O:29])[CH:25]=[CH:24][CH:23]=3)=[O:21])=[C:51]3[CH:50]=[CH:49][C:48]([O:52][CH3:53])=[CH:47][N:46]3[N:45]=2)[CH2:17][CH2:16][CH2:15][CH2:14]1. The catalyst class is: 13. (8) Reactant: [Cl:1][C:2]1[CH:7]=[C:6]2[N:8]=[CH:9][C:10]3([CH:15]([C:16]4[CH:21]=[CH:20][CH:19]=[C:18]([Cl:22])[CH:17]=4)[CH2:14][CH2:13][NH:12][CH:11]3[C:23]3[CH:28]=[CH:27][CH:26]=[C:25]([F:29])[CH:24]=3)[C:5]2=[CH:4][CH:3]=1.[CH3:30][O:31][CH:32]([Si:34]([CH3:37])([CH3:36])[CH3:35])[CH3:33].[C:38]([O:42][C:43](=[O:46])[CH2:44]Br)([CH3:41])([CH3:40])[CH3:39].C(=O)([O-])[O-].[Cs+].[Cs+].[NH4+].[Cl-]. Product: [C:38]([O:42][C:43]([CH2:44][N:12]1[CH2:13][CH2:14][CH:15]([C:16]2[CH:21]=[CH:20][CH:19]=[C:18]([Cl:22])[CH:17]=2)[C:10]2([C:5]3[C:6](=[CH:7][C:2]([Cl:1])=[CH:3][CH:4]=3)[N:8]=[CH:9]2)[CH:11]1[C:23]1[CH:28]=[CH:27][CH:26]=[C:25]([F:29])[CH:24]=1)=[O:46])([CH3:41])([CH3:40])[CH3:39].[CH3:30][O:31][CH:32]([Si:34]([CH3:37])([CH3:36])[CH3:35])[CH3:33]. The catalyst class is: 9. (9) Reactant: [Sn](Cl)Cl.[N+:4]([C:7]1[CH:8]=[C:9]([CH:24]=[CH:25][CH:26]=1)[O:10][CH2:11][C:12]1[CH:17]=[CH:16][C:15]([C:18]2[CH:23]=[CH:22][CH:21]=[CH:20][CH:19]=2)=[CH:14][CH:13]=1)([O-])=O.[OH-].[Na+]. Product: [C:15]1([C:18]2[CH:19]=[CH:20][CH:21]=[CH:22][CH:23]=2)[CH:16]=[CH:17][C:12]([CH2:11][O:10][C:9]2[CH:8]=[C:7]([CH:26]=[CH:25][CH:24]=2)[NH2:4])=[CH:13][CH:14]=1. The catalyst class is: 5.